Dataset: Forward reaction prediction with 1.9M reactions from USPTO patents (1976-2016). Task: Predict the product of the given reaction. (1) Given the reactants [CH2:1]([O:3][C:4](=[O:13])[C:5]1[CH:10]=[CH:9][N:8]=[C:7]([CH3:11])[C:6]=1[Cl:12])[CH3:2].[CH:14]1(B(O)O)C[CH2:15]1, predict the reaction product. The product is: [CH2:1]([O:3][C:4](=[O:13])[C:5]1[CH:10]=[CH:9][N:8]=[C:7]([CH:11]2[CH2:15][CH2:14]2)[C:6]=1[Cl:12])[CH3:2]. (2) Given the reactants [O:1]1[C:6]2[CH:7]=[CH:8][CH:9]=[CH:10][C:5]=2[O:4][CH2:3][CH:2]1[CH2:11][N:12]1[CH2:17][CH2:16][CH2:15][C:14]([CH2:19][O:20]S(C)(=O)=O)([CH3:18])[CH2:13]1.C([O-])([O-])=O.[K+].[K+].[CH2:31](O)[C:32]([F:35])([F:34])[F:33], predict the reaction product. The product is: [O:1]1[C:6]2[CH:7]=[CH:8][CH:9]=[CH:10][C:5]=2[O:4][CH2:3][CH:2]1[CH2:11][N:12]1[CH2:17][CH2:16][CH2:15][C:14]([CH3:18])([CH2:19][O:20][CH2:31][C:32]([F:35])([F:34])[F:33])[CH2:13]1.